Dataset: Reaction yield outcomes from USPTO patents with 853,638 reactions. Task: Predict the reaction yield, written as a fraction of the theoretical maximum amount of product (1.0 means a 100% yield; for example, 0.34 means a 34% yield). The reactants are [OH:1][C:2]([CH3:35])([CH3:34])[CH2:3][C@:4]1([C:28]2[CH:33]=[CH:32][CH:31]=[CH:30][CH:29]=2)[CH2:9][CH2:8][N:7]([C@H:10]([C:12]2[CH:17]=[CH:16][C:15](B3OC(C)(C)C(C)(C)O3)=[CH:14][CH:13]=2)[CH3:11])[C:6](=[O:27])[NH:5]1.I[C:37]1[CH:42]=[CH:41][N:40]([CH3:43])[C:39](=[O:44])[CH:38]=1.C([O-])([O-])=O.[Cs+].[Cs+]. The catalyst is O1CCOCC1. The product is [OH:1][C:2]([CH3:34])([CH3:35])[CH2:3][C@:4]1([C:28]2[CH:33]=[CH:32][CH:31]=[CH:30][CH:29]=2)[CH2:9][CH2:8][N:7]([C@H:10]([C:12]2[CH:13]=[CH:14][C:15]([C:37]3[CH:42]=[CH:41][N:40]([CH3:43])[C:39](=[O:44])[CH:38]=3)=[CH:16][CH:17]=2)[CH3:11])[C:6](=[O:27])[NH:5]1. The yield is 0.544.